This data is from Reaction yield outcomes from USPTO patents with 853,638 reactions. The task is: Predict the reaction yield, written as a fraction of the theoretical maximum amount of product (1.0 means a 100% yield; for example, 0.34 means a 34% yield). (1) The yield is 0.900. The catalyst is C(OCC)C. The product is [N+:8]([C:7]1[C:2]([N:17]2[CH2:22][CH2:21][O:20][CH2:19][CH2:18]2)=[CH:3][C:4]([N:11]2[CH2:16][CH2:15][O:14][CH2:13][CH2:12]2)=[CH:5][N:6]=1)([O-:10])=[O:9]. The reactants are I[C:2]1[CH:3]=[C:4]([N:11]2[CH2:16][CH2:15][O:14][CH2:13][CH2:12]2)[CH:5]=[N:6][C:7]=1[N+:8]([O-:10])=[O:9].[NH:17]1[CH2:22][CH2:21][O:20][CH2:19][CH2:18]1. (2) The catalyst is C1(C)C=CC=CC=1.CC(C)=O. The product is [Cl:25][CH2:26][CH2:27][NH:28][C:29]([NH:1][C:2]1[CH:7]=[CH:6][C:5]([C:8]#[C:9][C:10]2[N:11]([CH2:23][CH3:24])[C:12]3[C:17]([C:18]=2[C:19]#[N:20])=[CH:16][CH:15]=[C:14]([O:21][CH3:22])[CH:13]=3)=[CH:4][CH:3]=1)=[O:30]. The reactants are [NH2:1][C:2]1[CH:7]=[CH:6][C:5]([C:8]#[C:9][C:10]2[N:11]([CH2:23][CH3:24])[C:12]3[C:17]([C:18]=2[C:19]#[N:20])=[CH:16][CH:15]=[C:14]([O:21][CH3:22])[CH:13]=3)=[CH:4][CH:3]=1.[Cl:25][CH2:26][CH2:27][N:28]=[C:29]=[O:30]. The yield is 0.540. (3) The reactants are [CH3:1][O:2][C:3]([C@@H:5]1[CH2:9][C@@H:8]([OH:10])[CH2:7][N:6]1[C:11]([O:13][C:14]([CH3:17])([CH3:16])[CH3:15])=[O:12])=[O:4].[Cl:18][C:19]1[CH:20]=[C:21](O)[CH:22]=[CH:23][CH:24]=1.C1(P(C2C=CC=CC=2)C2C=CC=CC=2)C=CC=CC=1.CC(OC(/N=N/C(OC(C)C)=O)=O)C. The catalyst is COC(C)(C)C. The product is [CH3:1][O:2][C:3]([C@@H:5]1[CH2:9][C@H:8]([O:10][C:23]2[CH:22]=[CH:21][CH:20]=[C:19]([Cl:18])[CH:24]=2)[CH2:7][N:6]1[C:11]([O:13][C:14]([CH3:17])([CH3:16])[CH3:15])=[O:12])=[O:4]. The yield is 0.860. (4) The reactants are [CH2:1]1[C:3]2([CH2:7][CH:6](CS([O-])(=O)=O)[CH2:5][O:4]2)[CH2:2]1.[OH:13][C:14]1[CH:23]=[C:22]2[C:17]([C:18]([O:24][C:25]3[CH:30]=[CH:29][C:28]([NH:31][C:32]([C:34]4[C:35](=[O:47])[N:36]([C:41]5[CH:46]=[CH:45][CH:44]=[CH:43][CH:42]=5)[N:37]([CH3:40])[C:38]=4[CH3:39])=[O:33])=[CH:27][C:26]=3[F:48])=[CH:19][CH:20]=[N:21]2)=[CH:16][C:15]=1[O:49][CH3:50].C(=O)([O-])[O-].[Cs+].[Cs+]. The catalyst is CN(C)C(=O)C. The product is [CH2:2]1[C:3]2([CH2:7][CH:6]([O:13][C:14]3[CH:23]=[C:22]4[C:17]([C:18]([O:24][C:25]5[CH:30]=[CH:29][C:28]([NH:31][C:32]([C:34]6[C:35](=[O:47])[N:36]([C:41]7[CH:42]=[CH:43][CH:44]=[CH:45][CH:46]=7)[N:37]([CH3:40])[C:38]=6[CH3:39])=[O:33])=[CH:27][C:26]=5[F:48])=[CH:19][CH:20]=[N:21]4)=[CH:16][C:15]=3[O:49][CH3:50])[CH2:5][O:4]2)[CH2:1]1. The yield is 0.180.